This data is from Forward reaction prediction with 1.9M reactions from USPTO patents (1976-2016). The task is: Predict the product of the given reaction. (1) Given the reactants C(O)(C(F)(F)F)=O.C(OC([N:15]1[CH2:20][CH2:19][N:18]([CH2:21][C:22]2[CH:27]=[C:26]([Cl:28])[CH:25]=[C:24]([NH:29][C:30](=[O:38])[C:31]3[CH:36]=[CH:35][C:34]([CH3:37])=[N:33][CH:32]=3)[C:23]=2[CH3:39])[CH2:17][C@@H:16]1[CH3:40])=O)(C)(C)C, predict the reaction product. The product is: [Cl:28][C:26]1[CH:27]=[C:22]([CH2:21][N:18]2[CH2:19][CH2:20][NH:15][C@@H:16]([CH3:40])[CH2:17]2)[C:23]([CH3:39])=[C:24]([NH:29][C:30](=[O:38])[C:31]2[CH:36]=[CH:35][C:34]([CH3:37])=[N:33][CH:32]=2)[CH:25]=1. (2) Given the reactants Cl[C:2]1[CH:11]=[CH:10][C:9]2[C:4](=[C:5]([C:12]3[CH:17]=[CH:16][C:15]([C:18]4[CH:19]=[N:20][N:21]([CH3:23])[CH:22]=4)=[CH:14][CH:13]=3)[CH:6]=[N:7][CH:8]=2)[N:3]=1.[NH:24]1[CH2:28][CH2:27][CH2:26][C:25]1=[O:29].P([O-])([O-])([O-])=O.[K+].[K+].[K+].CC1(C)C2C(=C(P(C3C=CC=CC=3)C3C=CC=CC=3)C=CC=2)OC2C(P(C3C=CC=CC=3)C3C=CC=CC=3)=CC=CC1=2, predict the reaction product. The product is: [CH3:23][N:21]1[CH:22]=[C:18]([C:15]2[CH:16]=[CH:17][C:12]([C:5]3[CH:6]=[N:7][CH:8]=[C:9]4[C:4]=3[N:3]=[C:2]([N:24]3[CH2:28][CH2:27][CH2:26][C:25]3=[O:29])[CH:11]=[CH:10]4)=[CH:13][CH:14]=2)[CH:19]=[N:20]1. (3) Given the reactants [F:1][C:2]1[CH:3]=[C:4]([CH2:8][C@H:9]([NH:12][C:13](=[O:19])[O:14][C:15]([CH3:18])([CH3:17])[CH3:16])[CH2:10]O)[CH:5]=[CH:6][CH:7]=1.C1(P(C2C=CC=CC=2)C2C=CC=CC=2)C=CC=CC=1.[C:39]1(=[O:49])[NH:43][C:42](=[O:44])[C:41]2=[CH:45][CH:46]=[CH:47][CH:48]=[C:40]12.N(C(OC(C)C)=O)=NC(OC(C)C)=O, predict the reaction product. The product is: [O:44]=[C:42]1[C:41]2[C:40](=[CH:48][CH:47]=[CH:46][CH:45]=2)[C:39](=[O:49])[N:43]1[CH2:10][C@@H:9]([NH:12][C:13](=[O:19])[O:14][C:15]([CH3:18])([CH3:17])[CH3:16])[CH2:8][C:4]1[CH:5]=[CH:6][CH:7]=[C:2]([F:1])[CH:3]=1. (4) Given the reactants [Br:1][C:2]1[CH:3]=[C:4]([C:8]2[CH:9]=[CH:10][C:11]3[NH:16][C:15](=[O:17])[O:14][C:13]([CH3:19])([CH3:18])[C:12]=3[CH:20]=2)[CH:5]=[CH:6][CH:7]=1.[H-].[Na+].I[CH3:24].S([O-])([O-])(=O)=O.[NH4+].[NH4+], predict the reaction product. The product is: [Br:1][C:2]1[CH:3]=[C:4]([C:8]2[CH:9]=[CH:10][C:11]3[N:16]([CH3:24])[C:15](=[O:17])[O:14][C:13]([CH3:18])([CH3:19])[C:12]=3[CH:20]=2)[CH:5]=[CH:6][CH:7]=1.